Dataset: Reaction yield outcomes from USPTO patents with 853,638 reactions. Task: Predict the reaction yield, written as a fraction of the theoretical maximum amount of product (1.0 means a 100% yield; for example, 0.34 means a 34% yield). (1) The catalyst is CN(C=O)C. The reactants are [C:1]([SiH2:5][O:6][C:7]([CH3:17])([CH3:16])[C:8]1[CH:9]=[CH:10][C:11]([F:15])=[C:12]([OH:14])[CH:13]=1)([CH3:4])([CH3:3])[CH3:2].N1C=CN=C1.[C:23]([Si:27](Cl)([CH3:29])[CH3:28])([CH3:26])([CH3:25])[CH3:24]. The product is [C:23]([Si:27]([CH3:29])([CH3:28])[O:14][C:12]1[CH:13]=[C:8]([C:7]([CH3:17])([CH3:16])[O:6][SiH2:5][C:1]([CH3:4])([CH3:2])[CH3:3])[CH:9]=[CH:10][C:11]=1[F:15])([CH3:26])([CH3:25])[CH3:24]. The yield is 0.680. (2) The reactants are [Cl:1][C:2]1[N:7]=[C:6]2[O:8][C:9]3[C:14]([C@H:15]([C:16]([CH3:21])([CH3:20])[C:17](O)=[O:18])[C:5]2=[CH:4][CH:3]=1)=[CH:13][CH:12]=[CH:11][CH:10]=3.C(N(CC)CC)C.N1(OC(N(C)C)=[N+](C)C)C2N=CC=CC=2N=N1.F[P-](F)(F)(F)(F)F.[S:53]1[CH:57]=[N:56][N:55]=[C:54]1[NH2:58].Cl. The catalyst is C(#N)C.CCO. The product is [Cl:1][C:2]1[N:7]=[C:6]2[O:8][C:9]3[C:14]([C@H:15]([C:16]([CH3:21])([CH3:20])[C:17]([NH:58][C:54]4[S:53][CH:57]=[N:56][N:55]=4)=[O:18])[C:5]2=[CH:4][CH:3]=1)=[CH:13][CH:12]=[CH:11][CH:10]=3. The yield is 0.790. (3) The reactants are [C:1]([C:3]1[CH:31]=[CH:30][C:6]([CH2:7][CH:8](/[CH:21]=[CH:22]/[C:23]2[CH:28]=[CH:27][CH:26]=[CH:25][C:24]=2[OH:29])[CH2:9][CH2:10][C:11]2[CH:20]=[CH:19][C:14]([C:15]([O:17][CH3:18])=[O:16])=[CH:13][CH:12]=2)=[CH:5][CH:4]=1)#[N:2].[C:32]([C:36]1[CH:43]=[CH:42][C:39]([CH2:40]Br)=[CH:38][CH:37]=1)([CH3:35])([CH3:34])[CH3:33].C(=O)([O-])[O-].[K+].[K+]. The catalyst is C(#N)C. The product is [C:32]([C:36]1[CH:37]=[CH:38][C:39]([CH2:40][O:29][C:24]2[CH:25]=[CH:26][CH:27]=[CH:28][C:23]=2/[CH:22]=[CH:21]/[CH:8]([CH2:7][C:6]2[CH:5]=[CH:4][C:3]([C:1]#[N:2])=[CH:31][CH:30]=2)[CH2:9][CH2:10][C:11]2[CH:20]=[CH:19][C:14]([C:15]([O:17][CH3:18])=[O:16])=[CH:13][CH:12]=2)=[CH:42][CH:43]=1)([CH3:35])([CH3:33])[CH3:34]. The yield is 0.980. (4) The reactants are [CH3:1][N:2]([CH:14]1[C:23]2[N:22]=[CH:21][CH:20]=[CH:19][C:18]=2[CH2:17][CH2:16][CH2:15]1)[CH2:3][C:4]([O:6]CC1C=CC=CC=1)=[O:5]. The catalyst is CO.[Pd]. The product is [CH3:1][N:2]([CH:14]1[C:23]2[N:22]=[CH:21][CH:20]=[CH:19][C:18]=2[CH2:17][CH2:16][CH2:15]1)[CH2:3][C:4]([OH:6])=[O:5]. The yield is 0.890. (5) The reactants are [CH3:1][S:2]([O:5][CH2:6][CH2:7][N:8]1[CH2:12][CH2:11]N[C:9]1=[O:13])(=[O:4])=[O:3].O[CH2:15]CN1CCCC1=O. No catalyst specified. The product is [CH3:1][S:2]([O:5][CH2:6][CH2:7][N:8]1[CH2:12][CH2:11][CH2:15][C:9]1=[O:13])(=[O:4])=[O:3]. The yield is 0.500. (6) The reactants are [CH3:1][CH:2]1[CH2:7][NH:6][CH2:5][CH2:4][NH:3]1.C(=O)([O-])[O-].[Cs+].[Cs+].C1(P(C2C=CC=CC=2)C2C=CC3C(=CC=CC=3)C=2C2C3C(=CC=CC=3)C=CC=2P(C2C=CC=CC=2)C2C=CC=CC=2)C=CC=CC=1.FC(F)(F)S(O[C:66]1[CH:75]=[CH:74][CH:73]=[C:72]2[C:67]=1[CH:68]=[CH:69][C:70]([CH3:76])=[N:71]2)(=O)=O. The catalyst is C1(C)C=CC=CC=1.C([O-])(=O)C.[Pd+2].C([O-])(=O)C. The product is [CH3:76][C:70]1[CH:69]=[CH:68][C:67]2[C:72](=[CH:73][CH:74]=[CH:75][C:66]=2[N:6]2[CH2:5][CH2:4][NH:3][CH:2]([CH3:1])[CH2:7]2)[N:71]=1. The yield is 0.690. (7) The reactants are [NH2:1][C:2]1[C:3]2[N:4]([C:8]([C@@H:26]3[CH2:30][CH2:29][CH2:28][NH:27]3)=[N:9][C:10]=2[C:11]2[CH:25]=[CH:24][C:14]([C:15]([NH:17][C:18]3[CH:23]=[CH:22][CH:21]=[CH:20][N:19]=3)=[O:16])=[CH:13][CH:12]=2)[CH:5]=[CH:6][N:7]=1.C(N(CC)CC)C.[C:38](Cl)(=[O:41])[CH:39]=[CH2:40]. The catalyst is ClCCl. The product is [C:38]([N:27]1[CH2:28][CH2:29][CH2:30][C@H:26]1[C:8]1[N:4]2[CH:5]=[CH:6][N:7]=[C:2]([NH2:1])[C:3]2=[C:10]([C:11]2[CH:25]=[CH:24][C:14]([C:15]([NH:17][C:18]3[CH:23]=[CH:22][CH:21]=[CH:20][N:19]=3)=[O:16])=[CH:13][CH:12]=2)[N:9]=1)(=[O:41])[CH:39]=[CH2:40]. The yield is 0.444. (8) The reactants are [Cl:1][C:2]1[CH:3]=[C:4]([NH:9][C:10]2[N:15]=[C:14]([NH:16][CH2:17][CH2:18][CH2:19][O:20][CH3:21])[C:13]([C:22]3[CH:30]=[C:29]4[C:25]([CH:26]=[C:27]([C:38]([O:40][CH3:41])=[O:39])[N:28]4C(OC(C)(C)C)=O)=[CH:24][CH:23]=3)=[CH:12][N:11]=2)[CH:5]=[CH:6][C:7]=1[F:8].FC(F)(F)C(O)=O. The catalyst is C(Cl)Cl. The product is [Cl:1][C:2]1[CH:3]=[C:4]([NH:9][C:10]2[N:15]=[C:14]([NH:16][CH2:17][CH2:18][CH2:19][O:20][CH3:21])[C:13]([C:22]3[CH:30]=[C:29]4[C:25]([CH:26]=[C:27]([C:38]([O:40][CH3:41])=[O:39])[NH:28]4)=[CH:24][CH:23]=3)=[CH:12][N:11]=2)[CH:5]=[CH:6][C:7]=1[F:8]. The yield is 0.980. (9) The reactants are [OH:1][C:2]1[CH:3]=[C:4]2[C:8](=[CH:9][CH:10]=1)[NH:7][C:6]([C:11]([OH:13])=[O:12])=[CH:5]2.S(=O)(=O)(O)O.C(=O)([O-])O.[Na+].[CH2:24](O)[CH3:25]. No catalyst specified. The product is [OH:1][C:2]1[CH:3]=[C:4]2[C:8](=[CH:9][CH:10]=1)[NH:7][C:6]([C:11]([O:13][CH2:24][CH3:25])=[O:12])=[CH:5]2. The yield is 0.880.